This data is from Reaction yield outcomes from USPTO patents with 853,638 reactions. The task is: Predict the reaction yield, written as a fraction of the theoretical maximum amount of product (1.0 means a 100% yield; for example, 0.34 means a 34% yield). The reactants are [CH:1]12[CH2:7][CH:4]([CH2:5][CH2:6]1)[CH2:3][CH:2]2[C:8]1[NH:12][C:11]2[C:13]([O:34]C)=[CH:14][CH:15]=[C:16]([C:17]([NH:19][CH2:20][CH:21]3[CH2:26][CH2:25][CH2:24][N:23](C(OC(C)(C)C)=O)[CH2:22]3)=[O:18])[C:10]=2[N:9]=1.B(Br)(Br)Br. No catalyst specified. The product is [CH:1]12[CH2:7][CH:4]([CH2:5][CH2:6]1)[CH2:3][CH:2]2[C:8]1[NH:12][C:11]2[C:13]([OH:34])=[CH:14][CH:15]=[C:16]([C:17]([NH:19][CH2:20][CH:21]3[CH2:26][CH2:25][CH2:24][NH:23][CH2:22]3)=[O:18])[C:10]=2[N:9]=1. The yield is 0.450.